This data is from Forward reaction prediction with 1.9M reactions from USPTO patents (1976-2016). The task is: Predict the product of the given reaction. (1) The product is: [Cl:28][C:26]1[CH:27]=[C:22]([CH2:21][O:20][C:11]2[C:12]3[C:17](=[CH:16][CH:15]=[CH:14][CH:13]=3)[CH:18]=[CH:19][C:10]=2[C:8]([NH:7][C:4]([CH3:5])([CH3:6])[C:3]([OH:2])=[O:30])=[O:9])[CH:23]=[N:24][C:25]=1[O:33][CH3:32]. Given the reactants C[O:2][C:3](=[O:30])[C:4]([NH:7][C:8]([C:10]1[CH:19]=[CH:18][C:17]2[C:12](=[CH:13][CH:14]=[CH:15][CH:16]=2)[C:11]=1[O:20][CH2:21][C:22]1[CH:23]=[N:24][C:25](Cl)=[C:26]([Cl:28])[CH:27]=1)=[O:9])([CH3:6])[CH3:5].Cl.[CH3:32][OH:33], predict the reaction product. (2) Given the reactants Cl[C:2]1[CH2:7][CH2:6][C:5]([CH3:9])([CH3:8])[CH2:4][C:3]=1[CH:10]=[O:11].[Cl:12][C:13]1[CH:18]=[CH:17][C:16](B(O)O)=[CH:15][CH:14]=1, predict the reaction product. The product is: [Cl:12][C:13]1[CH:18]=[CH:17][C:16]([C:2]2[CH2:7][CH2:6][C:5]([CH3:9])([CH3:8])[CH2:4][C:3]=2[CH:10]=[O:11])=[CH:15][CH:14]=1. (3) Given the reactants Br[C:2]1[CH:3]=[C:4]([O:18][CH2:19][CH3:20])[C:5]([O:8][CH2:9][C:10]2[CH:15]=[CH:14][C:13]([O:16][CH3:17])=[CH:12][CH:11]=2)=[N:6][CH:7]=1.[CH3:21][C:22]1([CH3:38])[C:26]([CH3:28])([CH3:27])[O:25][B:24]([B:24]2[O:25][C:26]([CH3:28])([CH3:27])[C:22]([CH3:38])([CH3:21])[O:23]2)[O:23]1.CC([O-])=O.[K+], predict the reaction product. The product is: [CH2:19]([O:18][C:4]1[C:5]([O:8][CH2:9][C:10]2[CH:15]=[CH:14][C:13]([O:16][CH3:17])=[CH:12][CH:11]=2)=[N:6][CH:7]=[C:2]([B:24]2[O:25][C:26]([CH3:28])([CH3:27])[C:22]([CH3:38])([CH3:21])[O:23]2)[CH:3]=1)[CH3:20]. (4) Given the reactants [Cl:1][C:2]1[CH:17]=[CH:16][C:5]2[N:6]([CH:12]3[CH2:15][CH2:14][CH2:13]3)[CH:7]=[N:8][S:9](=[O:11])(=[O:10])[C:4]=2[CH:3]=1.[BH4-].[Na+], predict the reaction product. The product is: [Cl:1][C:2]1[CH:17]=[CH:16][C:5]2[N:6]([CH:12]3[CH2:13][CH2:14][CH2:15]3)[CH2:7][NH:8][S:9](=[O:11])(=[O:10])[C:4]=2[CH:3]=1. (5) Given the reactants [CH3:1][NH:2][C:3]1[CH:8]=[CH:7][CH:6]=[CH:5][C:4]=1[CH:9]1[N:14]2[N:15]=[C:16]([C:20]3[CH:25]=[CH:24][C:23]([O:26][C:27]4[CH:32]=[CH:31][CH:30]=[CH:29][CH:28]=4)=[CH:22][CH:21]=3)[C:17]([C:18]#[N:19])=[C:13]2[NH:12][CH2:11][CH2:10]1.ClCCC(NC1C=C(C2N3N=C(C4C=CC(OC5C=CC=CC=5)=CC=4)C(C(N)=O)=C3NCC2)C=CC=1)=[O:37], predict the reaction product. The product is: [CH3:1][NH:2][C:3]1[CH:8]=[CH:7][CH:6]=[CH:5][C:4]=1[CH:9]1[N:14]2[N:15]=[C:16]([C:20]3[CH:25]=[CH:24][C:23]([O:26][C:27]4[CH:32]=[CH:31][CH:30]=[CH:29][CH:28]=4)=[CH:22][CH:21]=3)[C:17]([C:18]([NH2:19])=[O:37])=[C:13]2[NH:12][CH2:11][CH2:10]1. (6) Given the reactants [CH2:1]([S:8][C:9]1[CH:10]=[C:11]([NH2:33])[C:12]([NH:15][C:16]2[C:21]([O:22][CH3:23])=[CH:20][C:19]([C:24]3[CH:29]=[CH:28][C:27]([Cl:30])=[C:26]([CH3:31])[CH:25]=3)=[C:18]([F:32])[CH:17]=2)=[CH:13][CH:14]=1)[C:2]1[CH:7]=[CH:6][CH:5]=[CH:4][CH:3]=1.C(=O)([O-])[O-].[K+].[K+].Br[CH2:41][C:42]([O:44][CH2:45][CH3:46])=[O:43], predict the reaction product. The product is: [CH2:1]([S:8][C:9]1[CH:14]=[CH:13][C:12]([NH:15][C:16]2[C:21]([O:22][CH3:23])=[CH:20][C:19]([C:24]3[CH:29]=[CH:28][C:27]([Cl:30])=[C:26]([CH3:31])[CH:25]=3)=[C:18]([F:32])[CH:17]=2)=[C:11]([NH:33][CH2:41][C:42]([O:44][CH2:45][CH3:46])=[O:43])[CH:10]=1)[C:2]1[CH:7]=[CH:6][CH:5]=[CH:4][CH:3]=1. (7) Given the reactants [NH2:1][C@H:2]([CH2:13][O:14][CH:15]([F:17])[F:16])[C:3]([NH:5][CH2:6][C:7]1[CH:12]=[CH:11][CH:10]=[CH:9][CH:8]=1)=[O:4].C(N(CC)CC)C.[CH3:25][S:26](Cl)(=[O:28])=[O:27], predict the reaction product. The product is: [CH2:6]([NH:5][C:3](=[O:4])[C@H:2]([NH:1][S:26]([CH3:25])(=[O:28])=[O:27])[CH2:13][O:14][CH:15]([F:16])[F:17])[C:7]1[CH:12]=[CH:11][CH:10]=[CH:9][CH:8]=1. (8) Given the reactants Br[C:2]1[CH:14]=[C:13]2[C:5]([C:6]3[CH:7]=[CH:8][C:9]([OH:17])=[CH:10][C:11]=3[C:12]2([CH3:16])[CH3:15])=[CH:4][CH:3]=1.[CH2:18]([OH:22])[CH2:19][C:20]#[CH:21].O.Cl, predict the reaction product. The product is: [OH:22][CH2:18][CH2:19][C:20]#[C:21][C:2]1[CH:14]=[C:13]2[C:5]([C:6]3[CH:7]=[CH:8][C:9]([OH:17])=[CH:10][C:11]=3[C:12]2([CH3:16])[CH3:15])=[CH:4][CH:3]=1. (9) The product is: [Cl:1][C:2]1[CH:7]=[C:6]([OH:21])[CH:5]=[N:4][C:3]=1[O:17][CH:18]([CH3:20])[CH3:19]. Given the reactants [Cl:1][C:2]1[C:3]([O:17][CH:18]([CH3:20])[CH3:19])=[N:4][CH:5]=[C:6](B2OC(C)(C)C(C)(C)O2)[CH:7]=1.[OH-:21].[Na+].OO, predict the reaction product.